Dataset: Tyrosyl-DNA phosphodiesterase HTS with 341,365 compounds. Task: Binary Classification. Given a drug SMILES string, predict its activity (active/inactive) in a high-throughput screening assay against a specified biological target. (1) The result is 0 (inactive). The drug is O=C(NCCc1n(c2c(n1)cc(NC(=O)C)cc2)C)c1ccccc1. (2) The compound is s1c2c(CCCC2)c2c1nnn(c2=O)CCOc1cc(ccc1)C. The result is 0 (inactive). (3) The compound is S(=O)(=O)(N1CCC(CC1)C(=O)N1CCN(CC1)C)c1ccc(F)cc1. The result is 0 (inactive). (4) The drug is OC(=O)CN(c1cc(ccc1)C)CC(O)=O. The result is 0 (inactive). (5) The drug is S(=O)(=O)(N1CCC(CC1)C(OCC(=O)NCCc1ccccc1)=O)c1cc(c(cc1)C)C. The result is 0 (inactive).